Dataset: Full USPTO retrosynthesis dataset with 1.9M reactions from patents (1976-2016). Task: Predict the reactants needed to synthesize the given product. Given the product [CH2:1]([N:3]([CH:27]1[CH2:28][CH2:29][O:30][CH2:31][CH2:32]1)[C:4]1[C:5]([CH3:26])=[C:6]([C:7]([NH:66][CH2:67][C:68]2[C:69](=[O:77])[NH:70][C:71]([CH3:76])=[C:72]([F:75])[C:73]=2[CH3:74])=[O:9])[CH:10]=[C:11]([C:13]2[CH:14]=[CH:15][C:16]([CH2:19][N:20]3[CH2:25][CH2:24][O:23][CH2:22][CH2:21]3)=[CH:17][CH:18]=2)[CH:12]=1)[CH3:2], predict the reactants needed to synthesize it. The reactants are: [CH2:1]([N:3]([CH:27]1[CH2:32][CH2:31][O:30][CH2:29][CH2:28]1)[C:4]1[C:5]([CH3:26])=[C:6]([CH:10]=[C:11]([C:13]2[CH:18]=[CH:17][C:16]([CH2:19][N:20]3[CH2:25][CH2:24][O:23][CH2:22][CH2:21]3)=[CH:15][CH:14]=2)[CH:12]=1)[C:7]([OH:9])=O)[CH3:2].CN(C(ON1N=NC2C=CC=NC1=2)=[N+](C)C)C.F[P-](F)(F)(F)(F)F.CCN(C(C)C)C(C)C.[NH2:66][CH2:67][C:68]1[C:69](=[O:77])[NH:70][C:71]([CH3:76])=[C:72]([F:75])[C:73]=1[CH3:74].